Dataset: Reaction yield outcomes from USPTO patents with 853,638 reactions. Task: Predict the reaction yield, written as a fraction of the theoretical maximum amount of product (1.0 means a 100% yield; for example, 0.34 means a 34% yield). (1) The reactants are [CH2:1]([CH:8]1[CH2:12][CH2:11][CH2:10][N:9]1[CH2:13][CH2:14][CH3:15])[C:2]1[CH:7]=[CH:6][CH:5]=[CH:4][CH:3]=1.OS(O)(=O)=O.[N+:21]([O-])([OH:23])=[O:22].O. The catalyst is [N+](C)([O-])=O. The product is [N+:21]([C:5]1[CH:6]=[CH:7][C:2]([CH2:1][CH:8]2[CH2:12][CH2:11][CH2:10][N:9]2[CH2:13][CH2:14][CH3:15])=[CH:3][CH:4]=1)([O-:23])=[O:22]. The yield is 1.00. (2) The reactants are C([O:3][C:4](=O)[CH2:5][CH2:6][C:7]1[C:15]2[C:10](=[CH:11][CH:12]=[CH:13][CH:14]=2)[NH:9][CH:8]=1)C.O.[NH2:18][NH2:19]. The catalyst is C(O)C. The product is [NH:9]1[C:10]2[C:15](=[CH:14][CH:13]=[CH:12][CH:11]=2)[C:7]([CH2:6][CH2:5][C:4]([NH:18][NH2:19])=[O:3])=[CH:8]1. The yield is 0.980.